Dataset: Full USPTO retrosynthesis dataset with 1.9M reactions from patents (1976-2016). Task: Predict the reactants needed to synthesize the given product. (1) Given the product [CH3:1][C@@H:2]1[CH2:6][C:5]2[CH:7]=[C:8]([CH3:11])[CH:9]=[C:10]([N+:12]([O-:14])=[O:13])[C:4]=2[O:3]1, predict the reactants needed to synthesize it. The reactants are: [CH3:1][C@@H:2]1[CH2:6][C:5]2[CH:7]=[C:8]([CH3:11])[CH:9]=[CH:10][C:4]=2[O:3]1.[N:12]([O-:14])=[O:13].[Na+]. (2) Given the product [CH3:26][O:27][CH2:28][CH2:29][O:1][C:2]1[CH:3]=[CH:4][C:5]([N:8]2[CH2:9][CH2:10][NH:11][CH2:12][CH2:13]2)=[CH:6][CH:7]=1, predict the reactants needed to synthesize it. The reactants are: [OH:1][C:2]1[CH:7]=[CH:6][C:5]([N:8]2[CH2:13][CH2:12][N:11](C(=O)C)[CH2:10][CH2:9]2)=[CH:4][CH:3]=1.[H-].[Na+].C1(O)C=CC=CC=1.[CH3:26][O:27][CH2:28][CH2:29]Br. (3) The reactants are: ClC1N=C(N2C3C=CC(C#N)=CC=3N=C2)C=NC=1.Cl[C:20]1[N:25]=[C:24]([N:26]2[C:30]3[CH:31]=[C:32]([C:35]#[N:36])[CH:33]=[CH:34][C:29]=3[N:28]=[CH:27]2)[CH:23]=[N:22][CH:21]=1.[C@@H:37]1([NH2:47])[C:46]2[C:41](=[CH:42][CH:43]=[CH:44][CH:45]=2)[CH2:40][CH2:39][CH2:38]1. Given the product [C@@H:37]1([NH:47][C:20]2[N:25]=[C:24]([N:26]3[C:30]4[CH:31]=[C:32]([C:35]#[N:36])[CH:33]=[CH:34][C:29]=4[N:28]=[CH:27]3)[CH:23]=[N:22][CH:21]=2)[C:46]2[C:41](=[CH:42][CH:43]=[CH:44][CH:45]=2)[CH2:40][CH2:39][CH2:38]1, predict the reactants needed to synthesize it. (4) Given the product [CH2:35]([O:34][P:33]([CH2:32][CH:31]([CH2:41][O:42][C:3](=[O:1])[NH:4][CH2:6][CH2:7][CH2:8][CH2:9][CH2:10][CH2:11][CH2:12][CH2:13][CH2:14][CH2:15][O:16][C:17](=[O:21])[C:18]([CH3:20])=[CH2:19])[CH2:30][P:25](=[O:29])([O:26][CH2:27][CH3:28])[O:24][CH2:22][CH3:23])(=[O:40])[O:37][CH2:38][CH3:39])[CH3:36], predict the reactants needed to synthesize it. The reactants are: [O:1]([C:3]#[N:4])[K].Br[CH2:6][CH2:7][CH2:8][CH2:9][CH2:10][CH2:11][CH2:12][CH2:13][CH2:14][CH2:15][O:16][C:17](=[O:21])[C:18]([CH3:20])=[CH2:19].[CH2:22]([O:24][P:25]([CH2:30][CH:31]([CH2:41][OH:42])[CH2:32][P:33](=[O:40])([O:37][CH2:38][CH3:39])[O:34][CH2:35][CH3:36])(=[O:29])[O:26][CH2:27][CH3:28])[CH3:23]. (5) Given the product [Si:5]([O:8][CH2:9][CH2:10][C:11]1[C:12]([O:17][CH3:18])=[C:13]([CH:14]=[CH:15][CH:16]=1)[CH:35]=[O:36])([C:1]([CH3:3])([CH3:4])[CH3:2])([CH3:6])[CH3:7], predict the reactants needed to synthesize it. The reactants are: [C:1]([Si:5]([O:8][CH2:9][CH2:10][C:11]1[CH:16]=[CH:15][CH:14]=[CH:13][C:12]=1[O:17][CH3:18])([CH3:7])[CH3:6])([CH3:4])([CH3:3])[CH3:2].C([Li])CCC.CN(CCN(C)C)C.Cl.C1C[O:36][CH2:35]C1.